From a dataset of Forward reaction prediction with 1.9M reactions from USPTO patents (1976-2016). Predict the product of the given reaction. (1) Given the reactants Br[C:2]1[N:7]2[N:8]=[C:9]([NH:11][C:12]([CH:14]3[CH2:16][CH2:15]3)=[O:13])[N:10]=[C:6]2[CH:5]=[CH:4][CH:3]=1.[CH3:17][O:18][C:19]1[CH:24]=[CH:23][C:22]([NH2:25])=[CH:21][CH:20]=1.CC1(C)C2C(=C(P(C3C=CC=CC=3)C3C=CC=CC=3)C=CC=2)OC2C(P(C3C=CC=CC=3)C3C=CC=CC=3)=CC=CC1=2.CC(C)([O-])C.[Na+], predict the reaction product. The product is: [CH3:17][O:18][C:19]1[CH:24]=[CH:23][C:22]([NH:25][C:2]2[N:7]3[N:8]=[C:9]([NH:11][C:12]([CH:14]4[CH2:16][CH2:15]4)=[O:13])[N:10]=[C:6]3[CH:5]=[CH:4][CH:3]=2)=[CH:21][CH:20]=1. (2) Given the reactants CSC.B.[Br:5][C:6]1[CH:14]=[CH:13][C:9]([C:10](O)=[O:11])=[C:8]([CH3:15])[CH:7]=1.S(C)C, predict the reaction product. The product is: [Br:5][C:6]1[CH:14]=[CH:13][C:9]([CH2:10][OH:11])=[C:8]([CH3:15])[CH:7]=1. (3) Given the reactants Br[C:2]1[CH:11]=[CH:10][CH:9]=[C:8]2[C:3]=1[CH:4]=[CH:5][N:6]=[C:7]2[CH2:12][CH2:13][C:14]([O:16][C:17]([CH3:20])([CH3:19])[CH3:18])=[O:15].C(=O)([O-])[O-].[Na+].[Na+].C[C:28]([N:30](C)C)=O, predict the reaction product. The product is: [C:28]([C:2]1[CH:11]=[CH:10][CH:9]=[C:8]2[C:3]=1[CH:4]=[CH:5][N:6]=[C:7]2[CH2:12][CH2:13][C:14]([O:16][C:17]([CH3:20])([CH3:19])[CH3:18])=[O:15])#[N:30].